This data is from Reaction yield outcomes from USPTO patents with 853,638 reactions. The task is: Predict the reaction yield, written as a fraction of the theoretical maximum amount of product (1.0 means a 100% yield; for example, 0.34 means a 34% yield). (1) The reactants are [F:1][C:2]1[CH:22]=[C:21]([F:23])[CH:20]=[CH:19][C:3]=1[O:4][C:5]1[CH2:9][N:8]([C@@H:10]([CH2:14][CH:15]([CH3:17])[CH3:16])[C:11]([OH:13])=O)[C:7](=[O:18])[CH:6]=1.C(N(CC)C(C)C)(C)C.F[P-](F)(F)(F)(F)F.N1(O[P+](N(C)C)(N(C)C)N(C)C)C2C=CC=CC=2N=N1.[CH3:60][C:61]1([CH3:73])[O:65][C@H:64]([CH2:66][N:67]2[CH:71]=[CH:70][C:69]([NH2:72])=[N:68]2)[CH2:63][O:62]1. The catalyst is CN(C)C=O.C(OCC)(=O)C. The product is [CH3:60][C:61]1([CH3:73])[O:65][C@H:64]([CH2:66][N:67]2[CH:71]=[CH:70][C:69]([NH:72][C:11](=[O:13])[C@@H:10]([N:8]3[CH2:9][C:5]([O:4][C:3]4[CH:19]=[CH:20][C:21]([F:23])=[CH:22][C:2]=4[F:1])=[CH:6][C:7]3=[O:18])[CH2:14][CH:15]([CH3:17])[CH3:16])=[N:68]2)[CH2:63][O:62]1. The yield is 0.810. (2) The reactants are [NH2:1][C:2]1[CH:3]=[CH:4][CH:5]=[C:6]2[C:11]=1[CH:10]=[C:9]([OH:12])[CH:8]=[CH:7]2.[C:13]([O:17][C:18](O[C:18]([O:17][C:13]([CH3:16])([CH3:15])[CH3:14])=[O:19])=[O:19])([CH3:16])([CH3:15])[CH3:14].C(=O)([O-])[O-].[Na+].[Na+]. The catalyst is O1CCCC1.ClCCl. The product is [OH:12][C:9]1[CH:10]=[C:11]2[C:6]([CH:5]=[CH:4][CH:3]=[C:2]2[NH:1][C:18](=[O:19])[O:17][C:13]([CH3:16])([CH3:15])[CH3:14])=[CH:7][CH:8]=1. The yield is 1.00. (3) The reactants are [N+:1]([C:4]1[CH:5]=[C:6]([C:12]#[N:13])[C:7](=[CH:10][CH:11]=1)[C:8]#[N:9])([O-])=O.[H][H]. The catalyst is [Pd].C(O)C. The product is [NH2:1][C:4]1[CH:5]=[C:6]([C:12]#[N:13])[C:7](=[CH:10][CH:11]=1)[C:8]#[N:9]. The yield is 0.920. (4) The reactants are [NH2:1][C:2]1[CH:7]=[CH:6][C:5]([C:8]2[S:12][N:11]=[C:10]([Cl:13])[C:9]=2[C:14]#[N:15])=[CH:4][CH:3]=1.[F:16][C:17]1[CH:22]=[CH:21][C:20]([CH3:23])=[CH:19][C:18]=1[N:24]=[C:25]=[O:26]. The catalyst is C1COCC1. The product is [Cl:13][C:10]1[C:9]([C:14]#[N:15])=[C:8]([C:5]2[CH:4]=[CH:3][C:2]([NH:1][C:25]([NH:24][C:18]3[CH:19]=[C:20]([CH3:23])[CH:21]=[CH:22][C:17]=3[F:16])=[O:26])=[CH:7][CH:6]=2)[S:12][N:11]=1. The yield is 0.900.